Task: Regression. Given a peptide amino acid sequence and an MHC pseudo amino acid sequence, predict their binding affinity value. This is MHC class I binding data.. Dataset: Peptide-MHC class I binding affinity with 185,985 pairs from IEDB/IMGT (1) The peptide sequence is SILLSSLLK. The binding affinity (normalized) is 0.291. The MHC is HLA-A30:01 with pseudo-sequence HLA-A30:01. (2) The peptide sequence is NFDYPFFRK. The MHC is HLA-A03:01 with pseudo-sequence HLA-A03:01. The binding affinity (normalized) is 0.158. (3) The MHC is HLA-A33:01 with pseudo-sequence HLA-A33:01. The binding affinity (normalized) is 0.596. The peptide sequence is NMLKRERNR.